From a dataset of Full USPTO retrosynthesis dataset with 1.9M reactions from patents (1976-2016). Predict the reactants needed to synthesize the given product. (1) Given the product [CH2:2]([O:9][C:10]([C@H:11]1[CH2:15][CH2:14][CH2:13][N:12]1[C:22]([C:21]1[S:17][C:18]([C:25]([N:12]2[CH2:13][CH2:14][CH2:15][C@@H:11]2[C:10]([O:9][CH2:2][C:3]2[CH:8]=[CH:7][CH:6]=[CH:5][CH:4]=2)=[O:16])=[O:27])=[CH:19][CH:20]=1)=[O:24])=[O:16])[C:3]1[CH:4]=[CH:5][CH:6]=[CH:7][CH:8]=1, predict the reactants needed to synthesize it. The reactants are: Cl.[CH2:2]([O:9][C:10](=[O:16])[C@H:11]1[CH2:15][CH2:14][CH2:13][NH:12]1)[C:3]1[CH:8]=[CH:7][CH:6]=[CH:5][CH:4]=1.[S:17]1[C:21]([C:22]([OH:24])=O)=[CH:20][CH:19]=[C:18]1[C:25]([OH:27])=O. (2) Given the product [Br:27][C:28]1[CH:33]=[CH:32][C:31]([C:34]2([CH2:5][OH:16])[C:42]3[C:37](=[CH:38][CH:39]=[CH:40][CH:41]=3)[N:36]([CH2:43][CH2:44][CH2:45][CH2:46][CH3:47])[C:35]2=[O:48])=[C:30]([OH:49])[CH:29]=1, predict the reactants needed to synthesize it. The reactants are: BrC1C=CC=C2C=1C(C1C(O)=CC3OCOC=3C=1)[C:5](=[O:16])N2CCCCC.[Br:27][C:28]1[CH:33]=[CH:32][C:31]([CH:34]2[C:42]3[C:37](=[CH:38][CH:39]=[CH:40][CH:41]=3)[N:36]([CH2:43][CH2:44][CH2:45][CH2:46][CH3:47])[C:35]2=[O:48])=[C:30]([OH:49])[CH:29]=1. (3) The reactants are: [NH:1]1[CH:5]=[C:4]([C:6]([OH:8])=[O:7])[N:3]=[CH:2]1.Cl[C:10]1[N:15]=[CH:14][C:13]([C:16]#[N:17])=[CH:12][CH:11]=1.C(N(CC)C(C)C)(C)C. Given the product [C:16]([C:13]1[CH:12]=[CH:11][C:10]([N:1]2[CH:5]=[C:4]([C:6]([OH:8])=[O:7])[N:3]=[CH:2]2)=[N:15][CH:14]=1)#[N:17], predict the reactants needed to synthesize it. (4) Given the product [F:1][C:2]1[CH:3]=[C:4]([C:8]2[C:12]([C:26](=[O:25])[CH3:27])=[C:11]([C:13]([F:14])([F:15])[F:16])[O:10][N:9]=2)[CH:5]=[CH:6][CH:7]=1, predict the reactants needed to synthesize it. The reactants are: [F:1][C:2]1[CH:3]=[C:4]([C:8]2[CH:12]=[C:11]([C:13]([F:16])([F:15])[F:14])[O:10][N:9]=2)[CH:5]=[CH:6][CH:7]=1.C1(C2[C:27](C3N=CN(C4C=CC=CC=4)C=3)=[C:26](C(F)(F)F)[O:25]N=2)C=CC=CC=1. (5) Given the product [F:1][CH:2]([F:30])[O:3][C:4]1[CH:29]=[CH:28][CH:27]=[CH:26][C:5]=1[CH2:6][O:7][C:8]1[CH:12]=[C:11]([N:13]2[C:21]3[CH:20]=[CH:19][N:18]=[CH:17][C:16]=3[N:15]=[CH:14]2)[S:10][C:9]=1[C:22]([NH2:31])=[O:24], predict the reactants needed to synthesize it. The reactants are: [F:1][CH:2]([F:30])[O:3][C:4]1[CH:29]=[CH:28][CH:27]=[CH:26][C:5]=1[CH2:6][O:7][C:8]1[CH:12]=[C:11]([N:13]2[C:21]3[CH:20]=[CH:19][N:18]=[CH:17][C:16]=3[N:15]=[CH:14]2)[S:10][C:9]=1[C:22]([O:24]C)=O.[NH3:31]. (6) Given the product [N:1]1[C:2](=[O:13])[N:3]=[C:4]2[CH:9]=[CH:8][CH:7]=[CH:6][C:5]=12.[CH3:5][CH2:6][CH2:7][CH2:8][C:10]([O-:12])=[O:11], predict the reactants needed to synthesize it. The reactants are: [N:1]1[C:2](=[O:13])[N:3]=[C:4]2[CH:9]=[C:8]([C:10]([OH:12])=[O:11])[CH:7]=[CH:6][C:5]=12. (7) Given the product [CH3:12][O:13][C:7]([C:3]1[C:2]([C:10]([OH:9])=[O:11])=[N:1][CH:6]=[CH:5][N:4]=1)=[O:8], predict the reactants needed to synthesize it. The reactants are: [N:1]1[CH:6]=[CH:5][N:4]=[C:3]2[C:7]([O:9][C:10](=[O:11])[C:2]=12)=[O:8].[CH3:12][OH:13].